Dataset: CYP2C9 inhibition data for predicting drug metabolism from PubChem BioAssay. Task: Regression/Classification. Given a drug SMILES string, predict its absorption, distribution, metabolism, or excretion properties. Task type varies by dataset: regression for continuous measurements (e.g., permeability, clearance, half-life) or binary classification for categorical outcomes (e.g., BBB penetration, CYP inhibition). Dataset: cyp2c9_veith. (1) The compound is CCOC(=O)CSC1=C(C#N)C(c2ccccc2F)C(C(C)=O)=C(C)N1. The result is 1 (inhibitor). (2) The compound is Cc1noc(C)c1-c1nc(NCc2cccnc2)c2ccccc2n1. The result is 0 (non-inhibitor).